This data is from Human Reference Interactome with 51,813 positive PPI pairs across 8,248 proteins, plus equal number of experimentally-validated negative pairs. The task is: Binary Classification. Given two protein amino acid sequences, predict whether they physically interact or not. (1) Protein 1 (ENSG00000243543) has sequence MGLSGLLPILVPFILLGDIQEPGHAEGILGKPCPKIKVECEVEEIDQCTKPRDCPENMKCCPFSRGKKCLDFRKVSLTLYHKEELE*MGLSGLLPILVPFILLGDIQEPGHAEGILGKPCPKIKVECEVEEIDQCTKPRDCPENMKCCPFSRGKKCLDFRKIYAVCHRRLAPAWPPYHTGGTIKKTKICSEFIYGGSQGNNNNFQTEAICLVTCKKYH. Protein 2 (ENSG00000125122) has sequence MYSSGWPAGAAEPRHGRGRELAQALGCMHGAPSQLASLSLAHCSSLKSRPELEHQASGTKDACPEPQGPSLLTLRALQELDLTACSKLTDASLAKVLQFLQLRQLSLSLLPELTDNGLVAVARGCPSLEHLALSHCSRLSDKGWAQAASSWPRLQHLNLSSCSQLIEQTLDAIGQACRQLRVLDVATCPGINMAAVRRFQAQLPQVSCVQSRFVGGADLTLTL*. Result: 0 (the proteins do not interact). (2) Protein 1 (ENSG00000115808) has sequence MDEQAGPGVFFSNNHPGAGGAKGLGPLAEAAAAGDGAAAAGAARAQYSLPGILHFLQHEWARFEVERAQWEVERAELQAQIAFLQGERKGQENLKKDLVRRIKMLEYALKQERAKYHKLKYGTELNQGDMKPPSYDSDEGNETEVQPQQNSQLMWKQGRQLLRQYLQEVGYTDTILDVKSKRVRALLGFSSDVTDREDDKNQDSVVNGTEAEVKETAMIAKSELTDSASVLDNFKFLESAAADFSDEDEDDDVDGREKSVIDTSTIVRKKALPDSGEDRDTKEALKEFDFLVTSEEGDNE.... Protein 2 (ENSG00000168314) has sequence MSQKPAKEGPRLSKNQKYSEHFSIHCCPPFTFLNSKKEIVDRKYSICKSGCFYQKKEEDWICCACQKTSSCQRRLSSRGEPWLPPPASFGPLRTSRRAKSPQRPKQQPAAPPAVVRAPAKPRSPPRSERQPRSPPRSERQPRSPPRSERQPRSPPRSERQPRPRPEVRPPPAKQRPPQKSKQQPRSSPLRGPGASRGGSPVKASRF*MSQKPAKEGPRLSKNQKYSEHFSIHCCPPFTFLNSKKEIVDRKYSICKSGCFYQKKEEDWICCACQKTRLKRKIRPTPKKK*MSQKPAKEGPR.... Result: 0 (the proteins do not interact).